From a dataset of Forward reaction prediction with 1.9M reactions from USPTO patents (1976-2016). Predict the product of the given reaction. (1) Given the reactants [C:1]([O:5][C:6]([NH:8][C@@H:9]([CH2:14][NH:15][C:16](=[O:26])[CH2:17][NH:18][C:19]1[S:20][C:21]([CH:24]=[O:25])=[CH:22][N:23]=1)[C:10]([O:12]C)=[O:11])=[O:7])([CH3:4])([CH3:3])[CH3:2].C[Sn](C)(C)O, predict the reaction product. The product is: [C:1]([O:5][C:6]([NH:8][C@@H:9]([CH2:14][NH:15][C:16](=[O:26])[CH2:17][NH:18][C:19]1[S:20][C:21]([CH:24]=[O:25])=[CH:22][N:23]=1)[C:10]([OH:12])=[O:11])=[O:7])([CH3:4])([CH3:2])[CH3:3]. (2) Given the reactants C([O-])([O-])=O.[Cs+].[Cs+].[Br:7][C:8]1[CH:13]=[CH:12][C:11]([CH:14]([OH:19])[C:15]([F:18])([F:17])[F:16])=[C:10]([F:20])[CH:9]=1.[NH2:21][C:22]1[N:27]=[C:26]([C:28]2[CH:33]=[CH:32][C:31]([CH2:34][C@H:35]([NH:39][C:40]([O:42][C:43]([CH3:46])([CH3:45])[CH3:44])=[O:41])[C:36]([OH:38])=[O:37])=[CH:30][CH:29]=2)[CH:25]=[C:24](Cl)[N:23]=1.O, predict the reaction product. The product is: [NH2:21][C:22]1[N:27]=[C:26]([C:28]2[CH:33]=[CH:32][C:31]([CH2:34][C@H:35]([NH:39][C:40]([O:42][C:43]([CH3:46])([CH3:45])[CH3:44])=[O:41])[C:36]([OH:38])=[O:37])=[CH:30][CH:29]=2)[CH:25]=[C:24]([O:19][CH:14]([C:11]2[CH:12]=[CH:13][C:8]([Br:7])=[CH:9][C:10]=2[F:20])[C:15]([F:18])([F:17])[F:16])[N:23]=1. (3) Given the reactants [P:1]([O:5][CH2:6][CH:7]([OH:10])[CH:8]=[O:9])([OH:4])([OH:3])=[O:2].C(O)[CH:12]([OH:19])[CH2:13][O:14]P(O)(O)=O.C1N=C(N)C2N=CN([C@@H]3O[C@H](COP(OP(OC[C@H]4O[C@@H](N5C=C(C(N)=O)CC=C5)[C@H](O)[C@@H]4O)(O)=O)(O)=O)[C@@H](O)[C@H]3O)C=2N=1, predict the reaction product. The product is: [P:1]([O:5][CH2:6][C@@H:7]([OH:10])[C@@H:8]([OH:9])[C@@H:12]([OH:19])[CH:13]=[O:14])([OH:4])([OH:3])=[O:2]. (4) Given the reactants [C:1]([NH:4][CH2:5][CH2:6][C:7]1[CH:12]=[CH:11][CH:10]=[CH:9][C:8]=1[C:13]1[O:17][N:16]=[C:15]([C@H:18]2[CH2:23][N:22](C(OC(C)(C)C)=O)[C@@H:21]([CH3:31])[CH2:20][C@@H:19]2[C:32]2[CH:37]=[CH:36][C:35]([F:38])=[C:34]([F:39])[CH:33]=2)[C:14]=1[Br:40])(=[O:3])[CH3:2].Cl, predict the reaction product. The product is: [Br:40][C:14]1[C:15]([C@@H:18]2[C@@H:19]([C:32]3[CH:37]=[CH:36][C:35]([F:38])=[C:34]([F:39])[CH:33]=3)[CH2:20][C@H:21]([CH3:31])[NH:22][CH2:23]2)=[N:16][O:17][C:13]=1[C:8]1[CH:9]=[CH:10][CH:11]=[CH:12][C:7]=1[CH2:6][CH2:5][NH:4][C:1](=[O:3])[CH3:2]. (5) Given the reactants [NH2:1][C:2]1[N:10]=[C:9]2[C:5]([N:6]=[CH:7][N:8]2[C@H:11]2[C@:15]([CH3:17])([OH:16])[C@@H:14]([F:18])[C@@H:13]([CH2:19][O:20]CC3C=CC=CC=3)[O:12]2)=[C:4]([O:28][CH3:29])[N:3]=1, predict the reaction product. The product is: [NH2:1][C:2]1[N:10]=[C:9]2[C:5]([N:6]=[CH:7][N:8]2[C@H:11]2[C@:15]([CH3:17])([OH:16])[C@@H:14]([F:18])[C@@H:13]([CH2:19][OH:20])[O:12]2)=[C:4]([O:28][CH3:29])[N:3]=1. (6) Given the reactants Cl[C:2]1[N:3]=[C:4]([NH:11][C@@H:12]2[CH2:17][CH2:16][C@H:15]([NH:18][C:19](=[O:22])[CH:20]=[CH2:21])[CH2:14][CH2:13]2)[C:5]2[CH:10]=[CH:9][S:8][C:6]=2[N:7]=1.[CH3:23][N:24]1[CH:28]=[C:27]([NH2:29])[CH:26]=[N:25]1.FC(F)(F)C(O)=O, predict the reaction product. The product is: [CH3:23][N:24]1[CH:28]=[C:27]([NH:29][C:2]2[N:3]=[C:4]([NH:11][C@@H:12]3[CH2:17][CH2:16][C@H:15]([NH:18][C:19](=[O:22])[CH:20]=[CH2:21])[CH2:14][CH2:13]3)[C:5]3[CH:10]=[CH:9][S:8][C:6]=3[N:7]=2)[CH:26]=[N:25]1. (7) The product is: [NH2:17][C:15]1[CH:14]=[CH:13][C:12]([NH:20][C:21]([C:23]2[C:32]3[C:27](=[CH:28][CH:29]=[CH:30][CH:31]=3)[CH:26]=[CH:25][CH:24]=2)=[O:22])=[C:11]([C:9]([NH:8][CH2:7][CH:1]2[CH2:6][CH2:5][CH2:4][CH2:3][CH2:2]2)=[O:10])[CH:16]=1. Given the reactants [CH:1]1([CH2:7][NH:8][C:9]([C:11]2[CH:16]=[C:15]([N+:17]([O-])=O)[CH:14]=[CH:13][C:12]=2[NH:20][C:21]([C:23]2[C:32]3[C:27](=[CH:28][CH:29]=[CH:30][CH:31]=3)[CH:26]=[CH:25][CH:24]=2)=[O:22])=[O:10])[CH2:6][CH2:5][CH2:4][CH2:3][CH2:2]1, predict the reaction product. (8) Given the reactants [Cl:1][C:2]1[CH:37]=[CH:36][CH:35]=[CH:34][C:3]=1[CH2:4][O:5][C:6]1[CH:7]=[C:8]([CH:22]=[C:23]([O:25][CH2:26][C:27]2[CH:32]=[CH:31][CH:30]=[CH:29][C:28]=2[Cl:33])[CH:24]=1)[C:9]([NH:11][C:12]1[CH:17]=[CH:16][CH:15]=[C:14]([C:18]([O:20]C)=[O:19])[CH:13]=1)=[O:10].[OH-].[Na+].Cl, predict the reaction product. The product is: [Cl:1][C:2]1[CH:37]=[CH:36][CH:35]=[CH:34][C:3]=1[CH2:4][O:5][C:6]1[CH:7]=[C:8]([CH:22]=[C:23]([O:25][CH2:26][C:27]2[CH:32]=[CH:31][CH:30]=[CH:29][C:28]=2[Cl:33])[CH:24]=1)[C:9]([NH:11][C:12]1[CH:17]=[CH:16][CH:15]=[C:14]([C:18]([OH:20])=[O:19])[CH:13]=1)=[O:10].